From a dataset of Catalyst prediction with 721,799 reactions and 888 catalyst types from USPTO. Predict which catalyst facilitates the given reaction. (1) The catalyst class is: 58. Product: [C:46]([NH:50][C:21]([NH:22][C:23]1[C:24]([CH3:42])=[CH:25][C:26]2[O:30][CH2:29][C@H:28]([C:31]3[CH:32]=[CH:33][C:34]([CH:37]([CH3:39])[CH3:38])=[CH:35][CH:36]=3)[C:27]=2[C:40]=1[CH3:41])=[O:20])([CH3:49])([CH3:48])[CH3:47]. Reactant: ClC(OCC(Cl)(Cl)Cl)=O.C(N(CC)CC)C.ClC(Cl)(Cl)C[O:20][C:21](=O)[NH:22][C:23]1[C:24]([CH3:42])=[CH:25][C:26]2[O:30][CH2:29][CH:28]([C:31]3[CH:36]=[CH:35][C:34]([CH:37]([CH3:39])[CH3:38])=[CH:33][CH:32]=3)[C:27]=2[C:40]=1[CH3:41].[C:46]([NH2:50])([CH3:49])([CH3:48])[CH3:47]. (2) Reactant: [CH2:1]([C@H:8]([NH:31][C:32](=[O:42])[O:33][C@@H:34]1[C@H:41]2[C@H:37]([O:38][CH2:39][CH2:40]2)[O:36][CH2:35]1)[C@H:9]([OH:30])[CH2:10][N:11]([O:24][CH:25]([CH2:28][CH3:29])[CH2:26][CH3:27])[S:12]([C:15]1[CH:20]=[CH:19][C:18]([N+:21]([O-])=O)=[CH:17][CH:16]=1)(=[O:14])=[O:13])[C:2]1[CH:7]=[CH:6][CH:5]=[CH:4][CH:3]=1. Product: [NH2:21][C:18]1[CH:17]=[CH:16][C:15]([S:12]([N:11]([O:24][CH:25]([CH2:28][CH3:29])[CH2:26][CH3:27])[CH2:10][C@@H:9]([OH:30])[C@@H:8]([NH:31][C:32](=[O:42])[O:33][C@@H:34]2[C@H:41]3[C@H:37]([O:38][CH2:39][CH2:40]3)[O:36][CH2:35]2)[CH2:1][C:2]2[CH:3]=[CH:4][CH:5]=[CH:6][CH:7]=2)(=[O:14])=[O:13])=[CH:20][CH:19]=1. The catalyst class is: 19.